Dataset: Catalyst prediction with 721,799 reactions and 888 catalyst types from USPTO. Task: Predict which catalyst facilitates the given reaction. (1) Reactant: C(OC(=O)[NH:7][CH2:8][CH2:9][CH2:10][N:11]([CH:21]([C:25]1[N:34]([CH2:35][C:36]2[CH:41]=[CH:40][CH:39]=[CH:38][CH:37]=2)[C:33](=[O:42])[C:32]2[C:27](=[CH:28][C:29]([Cl:43])=[CH:30][CH:31]=2)[N:26]=1)[CH:22]([CH3:24])[CH3:23])[C:12](=[O:20])[C:13]1[CH:18]=[CH:17][C:16]([CH3:19])=[CH:15][CH:14]=1)(C)(C)C.C(O)(C(F)(F)F)=O.[OH-].[Na+]. Product: [NH2:7][CH2:8][CH2:9][CH2:10][N:11]([C@@H:21]([C:25]1[N:34]([CH2:35][C:36]2[CH:37]=[CH:38][CH:39]=[CH:40][CH:41]=2)[C:33](=[O:42])[C:32]2[C:27](=[CH:28][C:29]([Cl:43])=[CH:30][CH:31]=2)[N:26]=1)[CH:22]([CH3:23])[CH3:24])[C:12](=[O:20])[C:13]1[CH:14]=[CH:15][C:16]([CH3:19])=[CH:17][CH:18]=1. The catalyst class is: 2. (2) Reactant: CC1C2=NC(C3C(NCC)=NC(C(C)C)=CC=3)=C(C)C=C2N(CCC)C=1.[CH:27]([C:30]1[N:35]=[C:34](OS(C(F)(F)F)(=O)=O)[C:33]([C:44]2[N:49]=[C:48]3[C:50]([CH3:58])=[CH:51][N:52]([C@@H:53]([CH3:57])[CH2:54][O:55][CH3:56])[C:47]3=[CH:46][C:45]=2[O:59][CH3:60])=[CH:32][CH:31]=1)([CH3:29])[CH3:28].[CH2:61]([NH2:63])[CH3:62]. Product: [CH2:61]([NH:63][C:34]1[C:33]([C:44]2[N:49]=[C:48]3[C:50]([CH3:58])=[CH:51][N:52]([C@@H:53]([CH3:57])[CH2:54][O:55][CH3:56])[C:47]3=[CH:46][C:45]=2[O:59][CH3:60])=[CH:32][CH:31]=[C:30]([CH:27]([CH3:29])[CH3:28])[N:35]=1)[CH3:62]. The catalyst class is: 1. (3) Reactant: [CH3:1][C:2]([C:35]([OH:37])=[O:36])([C:4]1[CH:5]=[CH:6][C:7]([CH:10]([OH:34])[CH2:11][CH2:12][CH2:13][N:14]2[CH2:19][CH2:18][CH:17]([C:20]([OH:33])([C:27]3[CH:28]=[CH:29][CH:30]=[CH:31][CH:32]=3)[C:21]3[CH:22]=[CH:23][CH:24]=[CH:25][CH:26]=3)[CH2:16][CH2:15]2)=[CH:8][CH:9]=1)[CH3:3]. Product: [CH3:3][C:2]([C:35]([OH:37])=[O:36])([C:4]1[CH:9]=[CH:8][C:7]([CH:10]([OH:34])[CH2:11][CH2:12][CH2:13][N:14]2[CH2:15][CH2:16][CH:17]([C:20]([OH:33])([C:21]3[CH:26]=[CH:25][CH:24]=[CH:23][CH:22]=3)[C:27]3[CH:28]=[CH:29][CH:30]=[CH:31][CH:32]=3)[CH2:18][CH2:19]2)=[CH:6][CH:5]=1)[CH3:1].[C:35]([O-:37])(=[O:36])[CH3:2]. The catalyst class is: 74. (4) Reactant: [Br:1][C:2]1[CH:10]=[C:9]2[C:5]([C:6]([CH2:11]N(C)C)=[CH:7][NH:8]2)=[CH:4][CH:3]=1.[C-]#N.[Na+].[CH3:18][N:19](C=O)C.Cl. Product: [Br:1][C:2]1[CH:10]=[C:9]2[C:5]([C:6]([CH2:11][C:18]#[N:19])=[CH:7][NH:8]2)=[CH:4][CH:3]=1. The catalyst class is: 6. (5) Reactant: [CH:1]([C:3]1[CH:8]=[CH:7][C:6]([C@@H:9]2[O:14][CH2:13][CH2:12][N:11]([C:15]([O:17][C:18]([CH3:21])([CH3:20])[CH3:19])=[O:16])[CH2:10]2)=[CH:5][CH:4]=1)=O.Cl.[NH2:23][OH:24]. Product: [OH:24]/[N:23]=[CH:1]/[C:3]1[CH:8]=[CH:7][C:6]([C@@H:9]2[O:14][CH2:13][CH2:12][N:11]([C:15]([O:17][C:18]([CH3:21])([CH3:20])[CH3:19])=[O:16])[CH2:10]2)=[CH:5][CH:4]=1. The catalyst class is: 8.